This data is from Forward reaction prediction with 1.9M reactions from USPTO patents (1976-2016). The task is: Predict the product of the given reaction. (1) The product is: [NH2:19][C:20]1[CH:21]=[C:22]([CH:40]=[CH:41][C:42]=1[C:43]#[N:44])[C:23]([NH:25][C:26]1[C:27]([CH3:39])=[CH:28][C:29]([C:33]2([C:35]([F:36])([F:37])[F:38])[O:8][N:7]=[C:6]([C:5]3[CH:9]=[CH:10][C:2]([Cl:1])=[CH:3][CH:4]=3)[CH2:34]2)=[CH:30][C:31]=1[CH3:32])=[O:24]. Given the reactants [Cl:1][C:2]1[CH:10]=[CH:9][C:5]([CH:6]=[N:7][OH:8])=[CH:4][CH:3]=1.ClN1C(=O)CCC1=O.[NH2:19][C:20]1[CH:21]=[C:22]([CH:40]=[CH:41][C:42]=1[C:43]#[N:44])[C:23]([NH:25][C:26]1[C:31]([CH3:32])=[CH:30][C:29]([C:33]([C:35]([F:38])([F:37])[F:36])=[CH2:34])=[CH:28][C:27]=1[CH3:39])=[O:24], predict the reaction product. (2) Given the reactants [CH2:1]([O:3][C:4]([CH:6]1[CH2:11][CH2:10][CH2:9][N:8]([CH:12]2[CH2:17][CH2:16][N:15]([CH2:18][C:19]3[C:20]([C:36]4[CH:41]=[CH:40][CH:39]=[CH:38][CH:37]=4)=[N:21][C:22]4[C:27]([C:28]=3[C:29]([O:31]C(C)(C)C)=[O:30])=[CH:26][CH:25]=[CH:24][CH:23]=4)[CH2:14][CH2:13]2)[CH2:7]1)=[O:5])[CH3:2].FC(F)(F)C(O)=O, predict the reaction product. The product is: [CH2:1]([O:3][C:4]([CH:6]1[CH2:11][CH2:10][CH2:9][N:8]([CH:12]2[CH2:13][CH2:14][N:15]([CH2:18][C:19]3[C:20]([C:36]4[CH:41]=[CH:40][CH:39]=[CH:38][CH:37]=4)=[N:21][C:22]4[C:27]([C:28]=3[C:29]([OH:31])=[O:30])=[CH:26][CH:25]=[CH:24][CH:23]=4)[CH2:16][CH2:17]2)[CH2:7]1)=[O:5])[CH3:2]. (3) Given the reactants [CH3:1][O:2][C:3]1[CH:4]=[C:5]([C@:11]23[CH2:19][N:18]([CH3:20])[CH2:17][C@H:16]2[CH2:15][C:14](=O)[CH2:13][CH2:12]3)[CH:6]=[CH:7][C:8]=1[O:9][CH3:10].C([O-])(=O)C.[NH4+].[BH3-]C#[N:29].[Na+], predict the reaction product. The product is: [CH3:1][O:2][C:3]1[CH:4]=[C:5]([C@:11]23[CH2:19][N:18]([CH3:20])[CH2:17][C@H:16]2[CH2:15][C@@H:14]([NH2:29])[CH2:13][CH2:12]3)[CH:6]=[CH:7][C:8]=1[O:9][CH3:10]. (4) Given the reactants [C:1]12([CH2:11][NH2:12])[CH2:10][CH:5]3[CH2:6][CH:7]([CH2:9][CH:3]([CH2:4]3)[CH2:2]1)[CH2:8]2.[OH:13][C@@H:14]([C:18]1[CH:23]=[CH:22][CH:21]=[CH:20][CH:19]=1)[C:15](O)=[O:16].CCN=C=NCCCN(C)C.C1C=CC2N(O)N=NC=2C=1.CCN(C(C)C)C(C)C, predict the reaction product. The product is: [C:1]12([CH2:11][NH:12][C:15](=[O:16])[C@@H:14]([OH:13])[C:18]3[CH:23]=[CH:22][CH:21]=[CH:20][CH:19]=3)[CH2:8][CH:7]3[CH2:6][CH:5]([CH2:4][CH:3]([CH2:9]3)[CH2:2]1)[CH2:10]2. (5) Given the reactants N#N.[C:3]1([CH:9]([OH:15])[C@@H:10]([C:12]([OH:14])=[O:13])[NH2:11])[CH:8]=[CH:7][CH:6]=[CH:5][CH:4]=1.S(Cl)(Cl)=O.[CH3:20]O, predict the reaction product. The product is: [CH3:20][O:13][C:12](=[O:14])[CH:10]([NH2:11])[CH:9]([OH:15])[C:3]1[CH:4]=[CH:5][CH:6]=[CH:7][CH:8]=1.